Dataset: Reaction yield outcomes from USPTO patents with 853,638 reactions. Task: Predict the reaction yield, written as a fraction of the theoretical maximum amount of product (1.0 means a 100% yield; for example, 0.34 means a 34% yield). (1) The reactants are [CH:1]([C@H:14]1[O:19][CH2:18][C@@H:17]([NH2:20])[CH2:16][CH2:15]1)([C:8]1[CH:13]=[CH:12][CH:11]=[CH:10][CH:9]=1)[C:2]1[CH:7]=[CH:6][CH:5]=[CH:4][CH:3]=1.[N+:21]([C:24]1[CH:31]=[CH:30][C:27]([CH:28]=O)=[CH:26][CH:25]=1)([O-:23])=[O:22].C(O)(=O)C.[BH3-]C#N.[Na+]. The catalyst is ClCCCl.CO. The product is [CH:1]([C@H:14]1[O:19][CH2:18][C@@H:17]([NH:20][CH2:28][C:27]2[CH:30]=[CH:31][C:24]([N+:21]([O-:23])=[O:22])=[CH:25][CH:26]=2)[CH2:16][CH2:15]1)([C:8]1[CH:13]=[CH:12][CH:11]=[CH:10][CH:9]=1)[C:2]1[CH:3]=[CH:4][CH:5]=[CH:6][CH:7]=1. The yield is 0.800. (2) The reactants are [OH-].[Na+].[NH2:3][CH:4]([C:6]([OH:8])=[O:7])[CH3:5].[C:9](Cl)(=O)[C:10]1[CH:15]=[CH:14][CH:13]=[CH:12][CH:11]=1.Cl. The catalyst is O. The product is [CH2:9]([NH:3][C@H:4]([C:6]([OH:8])=[O:7])[CH3:5])[C:10]1[CH:15]=[CH:14][CH:13]=[CH:12][CH:11]=1. The yield is 0.904.